From a dataset of Peptide-MHC class II binding affinity with 134,281 pairs from IEDB. Regression. Given a peptide amino acid sequence and an MHC pseudo amino acid sequence, predict their binding affinity value. This is MHC class II binding data. (1) The peptide sequence is IITFKDKTDIHRLEP. The MHC is DRB1_0301 with pseudo-sequence DRB1_0301. The binding affinity (normalized) is 0.395. (2) The peptide sequence is NGRLITANPVVTKKE. The MHC is DRB1_0101 with pseudo-sequence DRB1_0101. The binding affinity (normalized) is 0.861. (3) The peptide sequence is GELQIVDNIDAAFKI. The MHC is DRB1_1101 with pseudo-sequence DRB1_1101. The binding affinity (normalized) is 0.417. (4) The peptide sequence is SLKTALTGAMRVTKD. The MHC is DRB1_0901 with pseudo-sequence DRB1_0901. The binding affinity (normalized) is 0.439. (5) The binding affinity (normalized) is 0.910. The MHC is DRB4_0101 with pseudo-sequence DRB4_0103. The peptide sequence is RLIAFTSEHSHF. (6) The peptide sequence is ITYGETGGNSPVQEF. The MHC is DRB1_0301 with pseudo-sequence DRB1_0301. The binding affinity (normalized) is 0. (7) The peptide sequence is NGDGDVVAVDIKEKG. The MHC is DRB1_0802 with pseudo-sequence DRB1_0802. The binding affinity (normalized) is 0.0748. (8) The peptide sequence is IEAAASAIQGNVTSI. The MHC is DRB1_0101 with pseudo-sequence DRB1_0101. The binding affinity (normalized) is 0.729.